From a dataset of Forward reaction prediction with 1.9M reactions from USPTO patents (1976-2016). Predict the product of the given reaction. (1) The product is: [C:1]([Si:5]([CH3:42])([CH3:41])[O:6][CH2:7][CH2:8][N:9]([CH2:21][C:22]1[CH:27]=[CH:26][C:25]([S:28]([N:31]2[CH:35]=[CH:34][C:33](/[CH:36]=[CH:37]/[C:38]([NH:69][O:68][CH:63]3[CH2:64][CH2:65][CH2:66][CH2:67][O:62]3)=[O:39])=[CH:32]2)(=[O:29])=[O:30])=[CH:24][CH:23]=1)[CH2:10][CH2:11][C:12]1[C:20]2[C:15](=[CH:16][CH:17]=[CH:18][CH:19]=2)[NH:14][CH:13]=1)([CH3:3])([CH3:2])[CH3:4]. Given the reactants [C:1]([Si:5]([CH3:42])([CH3:41])[O:6][CH2:7][CH2:8][N:9]([CH2:21][C:22]1[CH:27]=[CH:26][C:25]([S:28]([N:31]2[CH:35]=[CH:34][C:33](/[CH:36]=[CH:37]/[C:38](O)=[O:39])=[CH:32]2)(=[O:30])=[O:29])=[CH:24][CH:23]=1)[CH2:10][CH2:11][C:12]1[C:20]2[C:15](=[CH:16][CH:17]=[CH:18][CH:19]=2)[NH:14][CH:13]=1)([CH3:4])([CH3:3])[CH3:2].C(N(CC)CC)C.CCN=C=NCCCN(C)C.Cl.[O:62]1[CH2:67][CH2:66][CH2:65][CH2:64][CH:63]1[O:68][NH2:69], predict the reaction product. (2) Given the reactants [Cl:1][C:2]1[CH:12]=[CH:11][C:5]2[CH2:6][CH2:7][NH:8][CH2:9][CH2:10][C:4]=2[C:3]=1[NH:13][CH2:14][C:15]1[CH:20]=[CH:19][C:18]([CH2:21][N:22]([CH:24]([CH3:26])[CH3:25])[CH3:23])=[CH:17][CH:16]=1.[C:27]([OH:34])(=[O:33])[CH2:28][CH2:29][C:30]([OH:32])=[O:31], predict the reaction product. The product is: [C:27]([OH:34])(=[O:33])[CH2:28][CH2:29][C:30]([OH:32])=[O:31].[Cl:1][C:2]1[CH:12]=[CH:11][C:5]2[CH2:6][CH2:7][NH:8][CH2:9][CH2:10][C:4]=2[C:3]=1[NH:13][CH2:14][C:15]1[CH:16]=[CH:17][C:18]([CH2:21][N:22]([CH:24]([CH3:26])[CH3:25])[CH3:23])=[CH:19][CH:20]=1. (3) Given the reactants P(Br)(Br)[Br:2].N1C=CC=CC=1.[OH:11][C:12]1[CH:19]=[CH:18][C:15]([CH2:16]O)=[CH:14][CH:13]=1, predict the reaction product. The product is: [OH:11][C:12]1[CH:19]=[CH:18][C:15]([CH2:16][Br:2])=[CH:14][CH:13]=1. (4) Given the reactants [CH3:1][O:2][C:3]1[CH:4]=[C:5]([CH2:11][C:12]([O:14][CH3:15])=O)[CH:6]=[CH:7][C:8]=1[O:9][CH3:10].[NH4+:16].[OH-].C[O:19][CH2:20][C:21](OC(=O)COC)=O, predict the reaction product. The product is: [CH3:10][O:9][C:8]1[CH:7]=[C:6]2[C:5](=[CH:4][C:3]=1[O:2][CH3:1])[C:11]([CH2:12][O:14][CH3:15])=[N:16][C:20]([OH:19])=[CH:21]2.